From a dataset of Full USPTO retrosynthesis dataset with 1.9M reactions from patents (1976-2016). Predict the reactants needed to synthesize the given product. (1) Given the product [Br:1][C:2]1[N:7]=[C:6]([CH:8]([OH:9])[C:14]([F:17])([F:16])[F:15])[CH:5]=[CH:4][CH:3]=1, predict the reactants needed to synthesize it. The reactants are: [Br:1][C:2]1[N:7]=[C:6]([CH:8]=[O:9])[CH:5]=[CH:4][CH:3]=1.[Si]([C:14]([F:17])([F:16])[F:15])(C)(C)C.[F-].C([N+](CCCC)(CCCC)CCCC)CCC. (2) Given the product [OH:14][CH2:13][CH2:12][CH2:11][N:10]1[C:9]2[CH:8]=[CH:7][C:4]([C:5]#[N:6])=[CH:3][C:2]=2[NH:1][C:23]1=[O:25], predict the reactants needed to synthesize it. The reactants are: [NH2:1][C:2]1[CH:3]=[C:4]([CH:7]=[CH:8][C:9]=1[NH:10][CH2:11][CH2:12][CH2:13][OH:14])[C:5]#[N:6].C1(C)C=CC=CC=1.Cl[C:23](Cl)([O:25]C(=O)OC(Cl)(Cl)Cl)Cl.C(OCC)(=O)C. (3) Given the product [CH:14]12[CH2:26][CH2:25][CH:21]([CH2:22][N:23]([C:6](=[O:11])[C:7]([F:8])([F:9])[F:10])[CH2:24]1)[C:20]1[CH:19]=[CH:18][CH:17]=[CH:16][C:15]2=1, predict the reactants needed to synthesize it. The reactants are: [F:8][C:7]([F:10])([F:9])[C:6](O[C:6](=[O:11])[C:7]([F:10])([F:9])[F:8])=[O:11].[CH:14]12[CH2:26][CH2:25][CH:21]([CH2:22][NH:23][CH2:24]1)[C:20]1[CH:19]=[CH:18][CH:17]=[CH:16][C:15]2=1.N1C=CC=CC=1.Cl. (4) Given the product [BrH:11].[N+:20]([C:17]1[CH:16]=[CH:15][C:14]([CH2:13][C@@H:8]([C:9]2[N:31]=[C:24]([C:25]3[CH:30]=[CH:29][CH:28]=[CH:27][CH:26]=3)[S:32][CH:10]=2)[NH2:7])=[CH:19][CH:18]=1)([O-:22])=[O:21], predict the reactants needed to synthesize it. The reactants are: C(OC(=O)[NH:7][CH:8]([CH2:13][C:14]1[CH:19]=[CH:18][C:17]([N+:20]([O-:22])=[O:21])=[CH:16][CH:15]=1)[C:9](=O)[CH2:10][Br:11])(C)(C)C.[C:24](=[S:32])([NH2:31])[C:25]1[CH:30]=[CH:29][CH:28]=[CH:27][CH:26]=1.C(OCC)C. (5) Given the product [CH2:14]([O:13][NH:12][C@H:9]1[CH2:8][NH:7][C@H:6]([C:4]([NH2:26])=[O:3])[CH2:11][CH2:10]1)[C:15]1[CH:20]=[CH:19][CH:18]=[CH:17][CH:16]=1, predict the reactants needed to synthesize it. The reactants are: C([O:3][C:4]([C@@H:6]1[CH2:11][CH2:10][C@@H:9]([NH:12][O:13][CH2:14][C:15]2[CH:20]=[CH:19][CH:18]=[CH:17][CH:16]=2)[CH2:8][NH:7]1)=O)C.[Cl-].[Ca+2].[Cl-].CO.[NH3:26]. (6) The reactants are: [CH:1]1([CH2:4][O:5][C:6]2[CH:7]=[CH:8][C:9]3[N:10]([C:12]([NH2:15])=[N:13][N:14]=3)[N:11]=2)[CH2:3][CH2:2]1.Br[CH2:17][C:18]([C:20]1[CH:25]=[C:24]([N:26]2[CH2:31][CH2:30][O:29][CH2:28][CH2:27]2)[C:23]([O:32][CH3:33])=[C:22]([C:34]([CH3:37])([CH3:36])[CH3:35])[CH:21]=1)=[O:19].[ClH:38]. Given the product [ClH:38].[C:34]([C:22]1[CH:21]=[C:20]([C:18](=[O:19])[CH2:17][N:13]2[C:12](=[NH:15])[N:10]3[N:11]=[C:6]([O:5][CH2:4][CH:1]4[CH2:2][CH2:3]4)[CH:7]=[CH:8][C:9]3=[N:14]2)[CH:25]=[C:24]([N:26]2[CH2:27][CH2:28][O:29][CH2:30][CH2:31]2)[C:23]=1[O:32][CH3:33])([CH3:37])([CH3:35])[CH3:36], predict the reactants needed to synthesize it. (7) Given the product [CH3:9][C:8]1[CH:10]=[CH:11][C:5]([S:1]([OH:4])(=[O:3])=[O:2])=[CH:6][CH:7]=1.[CH3:20][C:19]1[CH:21]=[CH:22][C:16]([S:12]([OH:15])(=[O:14])=[O:13])=[CH:17][CH:18]=1.[CH3:62][S:59]([CH2:58][CH2:57][NH:56][CH2:55][C:52]1[O:51][C:50]([C:47]2[CH:46]=[CH:45][C:44]3[N:43]=[CH:42][N:41]=[C:40]([NH:39][C:26]4[CH:27]=[CH:28][C:29]([O:30][CH2:31][C:32]5[CH:37]=[CH:36][CH:35]=[C:34]([F:38])[CH:33]=5)=[C:24]([Cl:23])[CH:25]=4)[C:49]=3[CH:48]=2)=[CH:54][CH:53]=1)(=[O:61])=[O:60].[OH2:65], predict the reactants needed to synthesize it. The reactants are: [S:1]([C:5]1[CH:11]=[CH:10][C:8]([CH3:9])=[CH:7][CH:6]=1)([OH:4])(=[O:3])=[O:2].[S:12]([C:16]1[CH:22]=[CH:21][C:19]([CH3:20])=[CH:18][CH:17]=1)([OH:15])(=[O:14])=[O:13].[Cl:23][C:24]1[CH:25]=[C:26]([NH:39][C:40]2[C:49]3[C:44](=[CH:45][CH:46]=[C:47]([C:50]4[O:51][C:52]([CH2:55][NH:56][CH2:57][CH2:58][S:59]([CH3:62])(=[O:61])=[O:60])=[CH:53][CH:54]=4)[CH:48]=3)[N:43]=[CH:42][N:41]=2)[CH:27]=[CH:28][C:29]=1[O:30][CH2:31][C:32]1[CH:37]=[CH:36][CH:35]=[C:34]([F:38])[CH:33]=1.CS(CCNCC1OC(C2C=CC3N=CN=C(NC4C=CC(OCC5C=CC=C(F)C=5)=C(Cl)C=4)C=3C=2)=CC=1)(=O)=[O:65].